From a dataset of Reaction yield outcomes from USPTO patents with 853,638 reactions. Predict the reaction yield, written as a fraction of the theoretical maximum amount of product (1.0 means a 100% yield; for example, 0.34 means a 34% yield). (1) The product is [CH2:11]([C@H:10]([NH:18][C:19](=[O:29])[O:20][C@@H:21]1[C@H:28]2[C@H:24]([O:25][CH2:26][CH2:27]2)[O:23][CH2:22]1)[C@H:9]([OH:30])[CH2:8][N:7]([CH2:6][C:5]([CH3:43])([CH3:42])[CH2:4][CH2:3][CH2:2][NH:1][C:54]([O:56][CH3:57])=[O:55])[S:31]([C:34]1[CH:39]=[CH:38][CH:37]=[C:36]([NH:40][CH3:41])[CH:35]=1)(=[O:33])=[O:32])[C:12]1[CH:17]=[CH:16][CH:15]=[CH:14][CH:13]=1. The catalyst is C1COCC1. The yield is 0.980. The reactants are [NH2:1][CH2:2][CH2:3][CH2:4][C:5]([CH3:43])([CH3:42])[CH2:6][N:7]([S:31]([C:34]1[CH:39]=[CH:38][CH:37]=[C:36]([NH:40][CH3:41])[CH:35]=1)(=[O:33])=[O:32])[CH2:8][C@@H:9]([OH:30])[C@@H:10]([NH:18][C:19](=[O:29])[O:20][C@@H:21]1[C@H:28]2[C@H:24]([O:25][CH2:26][CH2:27]2)[O:23][CH2:22]1)[CH2:11][C:12]1[CH:17]=[CH:16][CH:15]=[CH:14][CH:13]=1.C(N(CC)C(C)C)(C)C.Cl[C:54]([O:56][CH3:57])=[O:55]. (2) The reactants are [N:1]1[CH:6]=[CH:5][CH:4]=[CH:3][C:2]=1[C:7]1[O:11][CH:10]=[N:9][CH:8]=1.[C:12]1([CH2:18][CH2:19][CH2:20][CH2:21][O:22][CH2:23][C:24](O)=[O:25])[CH:17]=[CH:16][CH:15]=[CH:14][CH:13]=1. No catalyst specified. The product is [C:12]1([CH2:18][CH2:19][CH2:20][CH2:21][O:22][CH2:23][C:24]([C:10]2[O:11][C:7]([C:2]3[CH:3]=[CH:4][CH:5]=[CH:6][N:1]=3)=[CH:8][N:9]=2)=[O:25])[CH:17]=[CH:16][CH:15]=[CH:14][CH:13]=1. The yield is 0.0120. (3) The reactants are [Cl:1][CH2:2][CH2:3][CH2:4][O:5][C:6]1[CH:14]=[CH:13][C:9]([C:10](Cl)=[O:11])=[C:8]([F:15])[CH:7]=1.[NH3:16]. No catalyst specified. The product is [Cl:1][CH2:2][CH2:3][CH2:4][O:5][C:6]1[CH:14]=[CH:13][C:9]([C:10]([NH2:16])=[O:11])=[C:8]([F:15])[CH:7]=1. The yield is 0.610. (4) The reactants are [CH2:1]([C:4]([N:23]=C(C1C=CC=CC=1)C1C=CC=CC=1)([CH2:10][CH2:11][CH2:12][CH2:13][B:14]1[O:18][C:17]([CH3:20])([CH3:19])[C:16]([CH3:22])([CH3:21])[O:15]1)[C:5]([O:7][CH2:8][CH3:9])=[O:6])[CH:2]=[CH2:3].Cl. The catalyst is C(OCC)C. The product is [CH2:1]([C:4]([NH2:23])([CH2:10][CH2:11][CH2:12][CH2:13][B:14]1[O:15][C:16]([CH3:22])([CH3:21])[C:17]([CH3:20])([CH3:19])[O:18]1)[C:5]([O:7][CH2:8][CH3:9])=[O:6])[CH:2]=[CH2:3]. The yield is 0.940. (5) The reactants are [O:1]1[C:6]2=[CH:7][C:8]3[C:9](=[O:15])[C:10](=[O:14])[NH:11][C:12]=3[CH:13]=[C:5]2[O:4][CH2:3][CH2:2]1.C(=O)([O-])[O-].[Cs+].[Cs+].CC1C=CC(S(O[CH2:33][C@H:34]2[CH2:38][CH2:37][CH2:36][O:35]2)(=O)=O)=CC=1.[I-].[K+].Cl. The catalyst is CN(C)C=O. The product is [O:35]1[CH2:36][CH2:37][CH2:38][C@@H:34]1[CH2:33][N:11]1[C:12]2[CH:13]=[C:5]3[O:4][CH2:3][CH2:2][O:1][C:6]3=[CH:7][C:8]=2[C:9](=[O:15])[C:10]1=[O:14]. The yield is 0.200.